Regression/Classification. Given a drug SMILES string, predict its toxicity properties. Task type varies by dataset: regression for continuous values (e.g., LD50, hERG inhibition percentage) or binary classification for toxic/non-toxic outcomes (e.g., AMES mutagenicity, cardiotoxicity, hepatotoxicity). Dataset: ames. From a dataset of Ames mutagenicity test results for genotoxicity prediction. The compound is c1ccc2c(c1)ccc1[nH]c3ccc4ccccc4c3c12. The result is 1 (mutagenic).